This data is from Catalyst prediction with 721,799 reactions and 888 catalyst types from USPTO. The task is: Predict which catalyst facilitates the given reaction. (1) Reactant: [CH3:1][O:2][C:3]1[CH:4]=[C:5]([CH:13]=[CH:14][C:15]=1[N+:16]([O-])=O)[O:6][CH:7]1[CH2:11][CH2:10][N:9]([CH3:12])[CH2:8]1. The catalyst class is: 50. Product: [CH3:1][O:2][C:3]1[CH:4]=[C:5]([O:6][CH:7]2[CH2:11][CH2:10][N:9]([CH3:12])[CH2:8]2)[CH:13]=[CH:14][C:15]=1[NH2:16]. (2) Reactant: [CH2:1]([O:8][C:9](C1CCCCC1(N)C(O)=O)=[O:10])[C:2]1[CH:7]=[CH:6][CH:5]=[CH:4][CH:3]=1.Cl.[NH2:22][CH:23]([CH:26]1[CH2:28][CH2:27]1)[C:24]#[N:25].O[N:30]1[C:34]2[CH:35]=[CH:36][CH:37]=[CH:38][C:33]=2N=N1.CN1CC[O:43][CH2:42]C1. Product: [CH2:1]([O:8][C:9](=[O:10])[NH:30][CH:34]1[CH2:35][CH2:36][CH2:37][CH2:38][CH:33]1[C:42](=[O:43])[NH:22][CH:23]([C:24]#[N:25])[CH:26]1[CH2:28][CH2:27]1)[C:2]1[CH:3]=[CH:4][CH:5]=[CH:6][CH:7]=1. The catalyst class is: 3. (3) Reactant: [F:1][C:2]1[CH:7]=[C:6]([F:8])[CH:5]=[CH:4][C:3]=1[C@@H:9]1[CH2:12][CH2:11][C@@H:10]1[NH:13]C=O.[ClH:16]. Product: [ClH:16].[F:1][C:2]1[CH:7]=[C:6]([F:8])[CH:5]=[CH:4][C:3]=1[C@@H:9]1[CH2:12][CH2:11][C@@H:10]1[NH2:13]. The catalyst class is: 459. (4) Reactant: [H-].[Na+].[CH3:3][N:4]1[CH2:9][CH:8]=[C:7]([C:10]2[C:18]3[C:13](=[CH:14][CH:15]=[C:16]([C:19]#[N:20])[CH:17]=3)[NH:12][CH:11]=2)[CH2:6][CH2:5]1.[C:21]1([S:27](Cl)(=[O:29])=[O:28])[CH:26]=[CH:25][CH:24]=[CH:23][CH:22]=1. Product: [CH3:3][N:4]1[CH2:5][CH:6]=[C:7]([C:10]2[C:18]3[C:13](=[CH:14][CH:15]=[C:16]([C:19]#[N:20])[CH:17]=3)[N:12]([S:27]([C:21]3[CH:26]=[CH:25][CH:24]=[CH:23][CH:22]=3)(=[O:29])=[O:28])[CH:11]=2)[CH2:8][CH2:9]1. The catalyst class is: 3. (5) Reactant: [Br:1][C:2]1[CH:3]=[C:4]([CH2:8][CH2:9][CH2:10]O)[CH:5]=[CH:6][CH:7]=1.[Cl:12][C:13]1[N:21](CC=C)[C:20]2[C:19](=[O:25])[NH:18][C:17](=[O:26])[N:16]([CH2:27][CH2:28][CH2:29][CH2:30][CH3:31])[C:15]=2[N:14]=1.C1C=CC(P(C2C=CC=CC=2)C2C=CC=CC=2)=CC=1.C1C=CC(COC(/N=N/C(OCC2C=CC=CC=2)=O)=O)=CC=1.N1CCOCC1. Product: [Br:1][C:2]1[CH:3]=[C:4]([CH2:8][CH2:9][CH2:10][N:18]2[C:19](=[O:25])[C:20]3[NH:21][C:13]([Cl:12])=[N:14][C:15]=3[N:16]([CH2:27][CH2:28][CH2:29][CH2:30][CH3:31])[C:17]2=[O:26])[CH:5]=[CH:6][CH:7]=1. The catalyst class is: 176. (6) Reactant: [C:1]([O:5]C)(=O)[NH:2][NH2:3].O.[C:8]1(C)C=CC(S(O)(=O)=O)=C[CH:9]=1.N#N.[C:21](OC)(OC)(OC)C.C([O-])(O)=O.[Na+].[NH2:34][C:35]1[CH:36]=[C:37]([CH3:51])[C:38]([O:41][C:42]2[CH:47]=[CH:46][CH:45]=[C:44]([CH2:48][CH2:49]C)[CH:43]=2)=[N:39][CH:40]=1. Product: [CH3:8][C:9]1[N:34]([C:35]2[CH:40]=[N:39][C:38]([O:41][C:42]3[CH:47]=[CH:46][CH:45]=[C:44]([CH:48]([CH3:49])[CH3:21])[CH:43]=3)=[C:37]([CH3:51])[CH:36]=2)[C:1](=[O:5])[NH:2][N:3]=1. The catalyst class is: 5. (7) Reactant: Cl.[Br:2][C:3]1[CH:20]=[C:19](/[CH:21]=[CH:22]/[CH:23]([C:28]2[CH:33]=[C:32]([Cl:34])[C:31]([Cl:35])=[C:30]([Cl:36])[CH:29]=2)[C:24]([F:27])([F:26])[F:25])[CH:18]=[CH:17][C:4]=1[C:5]([NH:7][N:8](C)[C:9](OC(C)(C)C)=O)=[O:6]. Product: [Br:2][C:3]1[CH:20]=[C:19](/[CH:21]=[CH:22]/[CH:23]([C:28]2[CH:29]=[C:30]([Cl:36])[C:31]([Cl:35])=[C:32]([Cl:34])[CH:33]=2)[C:24]([F:26])([F:27])[F:25])[CH:18]=[CH:17][C:4]=1[C:5]([NH:7][NH:8][CH3:9])=[O:6]. The catalyst class is: 12. (8) The catalyst class is: 4. Product: [C:13]([C:6]1[CH:7]=[C:2]([CH3:1])[CH:3]=[CH:4][N:5]=1)#[N:14]. Reactant: [CH3:1][C:2]1[CH:7]=[CH:6][N+:5]([O-])=[CH:4][CH:3]=1.C[Si]([C:13]#[N:14])(C)C.CN(C)C(Cl)=O.C(=O)([O-])[O-].[K+].[K+]. (9) Reactant: [C:1]([O:5][C:6]([N:8]1[CH2:14][CH2:13][CH2:12][N:11]([C:15]2[CH:20]=[CH:19][C:18]([C:21]([F:24])([F:23])[F:22])=[CH:17][C:16]=2[NH2:25])[CH2:10][CH2:9]1)=[O:7])([CH3:4])([CH3:3])[CH3:2].[C:26]1([C:36](Cl)=[O:37])[C:35]2[C:30](=[CH:31][CH:32]=[CH:33][CH:34]=2)[CH:29]=[CH:28][CH:27]=1. Product: [C:1]([O:5][C:6]([N:8]1[CH2:14][CH2:13][CH2:12][N:11]([C:15]2[CH:20]=[CH:19][C:18]([C:21]([F:24])([F:22])[F:23])=[CH:17][C:16]=2[NH:25][C:36]([C:26]2[C:35]3[C:30](=[CH:31][CH:32]=[CH:33][CH:34]=3)[CH:29]=[CH:28][CH:27]=2)=[O:37])[CH2:10][CH2:9]1)=[O:7])([CH3:4])([CH3:2])[CH3:3]. The catalyst class is: 2. (10) Reactant: [Cl:1][C:2]1[CH:3]=[C:4]([N+:22]([O-:24])=[O:23])[C:5]([NH:8][CH2:9][C@@H:10]2[CH2:14][CH2:13][N:12](C(OC(C)(C)C)=O)[CH2:11]2)=[N:6][CH:7]=1.Cl. Product: [Cl:1][C:2]1[CH:3]=[C:4]([N+:22]([O-:24])=[O:23])[C:5]([NH:8][CH2:9][C@@H:10]2[CH2:14][CH2:13][NH:12][CH2:11]2)=[N:6][CH:7]=1. The catalyst class is: 12.